Dataset: Catalyst prediction with 721,799 reactions and 888 catalyst types from USPTO. Task: Predict which catalyst facilitates the given reaction. (1) Reactant: Br[C:2]1[C:7]([F:8])=[CH:6][CH:5]=[CH:4][N:3]=1.[C:9]([C:11]1[CH:16]=[CH:15][C:14](B(O)O)=[CH:13][CH:12]=1)#[N:10].C(=O)([O-])[O-].[Na+].[Na+]. Product: [F:8][C:7]1[C:2]([C:14]2[CH:15]=[CH:16][C:11]([C:9]#[N:10])=[CH:12][CH:13]=2)=[N:3][CH:4]=[CH:5][CH:6]=1. The catalyst class is: 73. (2) Reactant: Cl.O.[OH:3][C:4]12[C:15]3[C:10](=[C:11]([N+:16]([O-])=O)[CH:12]=[CH:13][CH:14]=3)[C:9](=[O:19])[C:8]1([NH:20][C:21](=[O:28])[C:22]1[CH:27]=[CH:26][N:25]=[CH:24][CH:23]=1)[C:7]1[CH:29]=[CH:30][C:31]([CH:33]([CH3:35])[CH3:34])=[CH:32][C:6]=1[O:5]2. Product: [NH2:16][C:11]1[CH:12]=[CH:13][CH:14]=[C:15]2[C:10]=1[C:9](=[O:19])[C:8]1([NH:20][C:21](=[O:28])[C:22]3[CH:27]=[CH:26][N:25]=[CH:24][CH:23]=3)[C:7]3[CH:29]=[CH:30][C:31]([CH:33]([CH3:35])[CH3:34])=[CH:32][C:6]=3[O:5][C:4]12[OH:3]. The catalyst class is: 186. (3) Product: [CH2:1]([C@@H:3]1[CH2:8][NH:7][C@H:6]([CH3:16])[CH2:5][N:4]1[CH3:17])[CH3:2]. The catalyst class is: 5. Reactant: [CH2:1]([C@@H:3]1[CH2:8][N:7](CC2C=CC=CC=2)[C@H:6]([CH3:16])[CH2:5][N:4]1[CH3:17])[CH3:2]. (4) Reactant: [CH3:1][N:2]([CH2:13][CH2:14][NH:15][C:16]1[N:17]=[N+:18]([O-:26])[C:19]2[CH:25]=[CH:24][CH:23]=[CH:22][C:20]=2[N:21]=1)[CH2:3][CH2:4][NH:5]C(=O)OC(C)(C)C. Product: [NH2:5][CH2:4][CH2:3][N:2]([CH3:1])[CH2:13][CH2:14][NH:15][C:16]1[N:17]=[N+:18]([O-:26])[C:19]2[CH:25]=[CH:24][CH:23]=[CH:22][C:20]=2[N:21]=1. The catalyst class is: 33. (5) Reactant: [OH:1][C:2]1[CH:3]=[C:4]2[C:9](=[CH:10][CH:11]=1)[N:8]=[CH:7][CH:6]=[CH:5]2.[H-].[Na+].Br[CH2:15][CH2:16][O:17][CH3:18]. Product: [CH3:18][O:17][CH2:16][CH2:15][O:1][C:2]1[CH:3]=[C:4]2[C:9](=[CH:10][CH:11]=1)[N:8]=[CH:7][CH:6]=[CH:5]2. The catalyst class is: 3. (6) Reactant: [C:1]([NH2:5])([CH3:4])([CH3:3])[CH3:2].[Br:6][C:7]1[C:8](Cl)=[N:9][C:10]([Cl:13])=[N:11][CH:12]=1.C(N(CC)CC)C. Product: [Br:6][C:7]1[C:8]([NH:5][C:1]([CH3:4])([CH3:3])[CH3:2])=[N:9][C:10]([Cl:13])=[N:11][CH:12]=1. The catalyst class is: 10. (7) Reactant: C([Mg]Cl)(C)C.[C:6]([O:10][C:11](=[O:32])[NH:12][C:13]([C:15]1[S:16][C:17]([S:30][CH3:31])=[C:18]([S:20]([C:23]2[CH:28]=[CH:27][CH:26]=[C:25](Br)[CH:24]=2)(=[O:22])=[O:21])[CH:19]=1)=[NH:14])([CH3:9])([CH3:8])[CH3:7].[Li]CCCC.C[O:39][B:40](OC)[O:41]C. Product: [C:6]([O:10][C:11](=[O:32])[NH:12][C:13]([C:15]1[S:16][C:17]([S:30][CH3:31])=[C:18]([S:20]([C:23]2[CH:28]=[CH:27][CH:26]=[C:25]([B:40]([OH:41])[OH:39])[CH:24]=2)(=[O:22])=[O:21])[CH:19]=1)=[NH:14])([CH3:9])([CH3:8])[CH3:7]. The catalyst class is: 1.